This data is from Peptide-MHC class I binding affinity with 185,985 pairs from IEDB/IMGT. The task is: Regression. Given a peptide amino acid sequence and an MHC pseudo amino acid sequence, predict their binding affinity value. This is MHC class I binding data. The peptide sequence is LTAVCMKCFK. The MHC is HLA-A68:01 with pseudo-sequence HLA-A68:01. The binding affinity (normalized) is 0.874.